From a dataset of Reaction yield outcomes from USPTO patents with 853,638 reactions. Predict the reaction yield, written as a fraction of the theoretical maximum amount of product (1.0 means a 100% yield; for example, 0.34 means a 34% yield). The catalyst is O1CCCC1. The product is [C:1]([O:5][C:6]([NH:7][CH2:8][CH:9]1[CH2:10][CH2:11][N:12]([CH2:16][C:18]2([C:22]([O:24][CH3:25])=[O:23])[CH2:21][CH2:20][CH2:19]2)[CH2:13][CH2:14]1)=[O:15])([CH3:4])([CH3:2])[CH3:3]. The yield is 0.830. The reactants are [C:1]([O:5][C:6](=[O:15])[NH:7][CH2:8][CH:9]1[CH2:14][CH2:13][NH:12][CH2:11][CH2:10]1)([CH3:4])([CH3:3])[CH3:2].[CH:16]([C:18]1([C:22]([O:24][CH3:25])=[O:23])[CH2:21][CH2:20][CH2:19]1)=O.C(O)(=O)C.C(O[BH-](OC(=O)C)OC(=O)C)(=O)C.[Na+].C([O-])(O)=O.[Na+].